This data is from Full USPTO retrosynthesis dataset with 1.9M reactions from patents (1976-2016). The task is: Predict the reactants needed to synthesize the given product. Given the product [CH2:1]([O:3][C:4](=[O:28])[NH:5][C:6]1[CH:11]=[CH:10][CH:9]=[C:8]([CH2:12][N:13]2[C:18](=[O:19])[CH:17]=[CH:16][C:15]([C:20]3[CH:21]=[CH:22][C:23]([CH2:26][NH2:27])=[CH:24][CH:25]=3)=[N:14]2)[CH:7]=1)[CH3:2], predict the reactants needed to synthesize it. The reactants are: [CH2:1]([O:3][C:4](=[O:28])[NH:5][C:6]1[CH:11]=[CH:10][CH:9]=[C:8]([CH2:12][N:13]2[C:18](=[O:19])[CH:17]=[CH:16][C:15]([C:20]3[CH:25]=[CH:24][C:23]([C:26]#[N:27])=[CH:22][CH:21]=3)=[N:14]2)[CH:7]=1)[CH3:2].